Dataset: Cav3 T-type calcium channel HTS with 100,875 compounds. Task: Binary Classification. Given a drug SMILES string, predict its activity (active/inactive) in a high-throughput screening assay against a specified biological target. (1) The compound is O=c1n(c(=O)n(c2c1cn(c2)c1ccc(N(CC)CC)cc1)C)C. The result is 0 (inactive). (2) The molecule is s1c(c2CCCCc2c1)C(=O)N1CCCCC1. The result is 0 (inactive). (3) The compound is Brc1c(=O)n(Cc2occc2)cc(c1)C(OC)=O. The result is 0 (inactive). (4) The drug is Clc1c(C(=O)Nc2nc3c(COc4c3cccc4)cn2)cccc1. The result is 0 (inactive). (5) The drug is s1c2C(CC(=Cc2c(c1NC(=O)CSc1nc([nH]n1)N)C#N)/C=C\c1oc(cc1)C)(C)C. The result is 0 (inactive). (6) The molecule is s1c(NC(=O)Cc2c(F)cccc2)nc(c2sccc2)c1. The result is 1 (active).